This data is from Reaction yield outcomes from USPTO patents with 853,638 reactions. The task is: Predict the reaction yield, written as a fraction of the theoretical maximum amount of product (1.0 means a 100% yield; for example, 0.34 means a 34% yield). (1) The reactants are [Br:1][C:2]1[C:3]([O:17]C)=[N:4][C:5]([NH:8][C:9]2[CH:14]=[CH:13][C:12]([F:15])=[C:11]([Cl:16])[CH:10]=2)=[N:6][CH:7]=1.C(O)(=O)C. The catalyst is Br. The product is [Br:1][C:2]1[C:3](=[O:17])[NH:4][C:5]([NH:8][C:9]2[CH:14]=[CH:13][C:12]([F:15])=[C:11]([Cl:16])[CH:10]=2)=[N:6][CH:7]=1. The yield is 0.970. (2) The reactants are [NH2:1][C:2]1[CH:3]=[C:4]2[C:20](=[O:21])[NH:19][N:18]=[CH:17][C:6]3=[C:7]([C:11]4[CH:16]=[CH:15][CH:14]=[CH:13][CH:12]=4)[NH:8][C:9]([CH:10]=1)=[C:5]23.[C:22]1([C@@H:28]2[CH2:30][C@H:29]2[C:31](O)=[O:32])[CH:27]=[CH:26][CH:25]=[CH:24][CH:23]=1.C(N(CC)CC)C.F[P-](F)(F)(F)(F)F.N1(OC(N(C)C)=[N+](C)C)C2N=CC=CC=2N=N1. The catalyst is CN(C)C=O. The product is [O:21]=[C:20]1[C:4]2[C:5]3[C:6](=[C:7]([C:11]4[CH:12]=[CH:13][CH:14]=[CH:15][CH:16]=4)[NH:8][C:9]=3[CH:10]=[C:2]([NH:1][C:31]([C@@H:29]3[CH2:30][C@H:28]3[C:22]3[CH:27]=[CH:26][CH:25]=[CH:24][CH:23]=3)=[O:32])[CH:3]=2)[CH:17]=[N:18][NH:19]1. The yield is 0.280. (3) The reactants are [CH3:1][O:2][C:3]1[CH:9]=[CH:8][C:6]([NH2:7])=[CH:5][CH:4]=1.Cl[C:11]1[CH:19]=[CH:18][CH:17]=[CH:16][C:12]=1[C:13]([OH:15])=[O:14].C(=O)([O-])[O-].[Na+].[Na+].C. The catalyst is O.C(O)CO. The product is [CH3:1][O:2][C:3]1[CH:9]=[CH:8][C:6]([NH:7][C:11]2[C:12](=[CH:16][CH:17]=[CH:18][CH:19]=2)[C:13]([OH:15])=[O:14])=[CH:5][CH:4]=1. The yield is 0.490. (4) The reactants are [NH2:1][C:2]1[C:3]([CH3:10])=[N:4][C:5]([OH:9])=[N:6][C:7]=1[CH3:8].[C:22]([O:21][C:19](O[C:19]([O:21][C:22]([CH3:25])([CH3:24])[CH3:23])=[O:20])=[O:20])([CH3:25])([CH3:24])[CH3:23].C(=O)([O-])[O-].[K+].[K+].Br[CH:33]([CH3:39])[C:34]([O:36]CC)=[O:35]. The catalyst is CN(C)C=O.O. The product is [C:22]([O:21][C:19]([NH:1][C:2]1[C:3]([CH3:10])=[N:4][C:5]([O:9][CH:33]([CH3:39])[C:34]([OH:36])=[O:35])=[N:6][C:7]=1[CH3:8])=[O:20])([CH3:23])([CH3:24])[CH3:25]. The yield is 0.480. (5) The reactants are [Br:1][C:2]1[CH:7]=[C:6]([C:8]([F:11])([F:10])[F:9])[CH:5]=[CH:4][C:3]=1[N:12]1[CH2:17][CH2:16][NH:15][CH2:14][CH2:13]1.[N:18]1([CH2:27][C:28](O)=[O:29])[C:22]2=[N:23][CH:24]=[CH:25][CH:26]=[C:21]2[CH:20]=[CH:19]1.CN(C(ON1N=NC2C=CC=CC1=2)=[N+](C)C)C.[B-](F)(F)(F)F.C(N(CC)CC)C. The catalyst is ClCCl.O. The product is [Br:1][C:2]1[CH:7]=[C:6]([C:8]([F:9])([F:10])[F:11])[CH:5]=[CH:4][C:3]=1[N:12]1[CH2:17][CH2:16][N:15]([C:28](=[O:29])[CH2:27][N:18]2[C:22]3=[N:23][CH:24]=[CH:25][CH:26]=[C:21]3[CH:20]=[CH:19]2)[CH2:14][CH2:13]1. The yield is 0.790. (6) The product is [ClH:31].[CH3:23][CH:22]([NH:21][CH2:20][C:10]1([NH2:12])[CH2:11][NH:8][CH2:9]1)[CH3:24]. The reactants are C1(C(C2C=CC=CC=2)[N:8]2[CH2:11][C:10]([CH2:20][NH:21][CH:22]([CH3:24])[CH3:23])([NH:12]CC3C=CC=CC=3)[CH2:9]2)C=CC=CC=1.[ClH:31].O1CCOCC1. The yield is 0.810. The catalyst is CO.[OH-].[Pd+2].[OH-]. (7) The reactants are [ClH:1].[CH3:2][C:3]1[CH:9]=[C:8]([CH3:10])[CH:7]=[C:6]([CH3:11])[C:4]=1[NH2:5].[N:12]([O-])=O.[Na+]. The catalyst is O. The product is [ClH:1].[C:3]1([CH3:2])[CH:9]=[C:8]([CH3:10])[CH:7]=[C:6]([CH3:11])[C:4]=1[NH:5][NH2:12]. The yield is 0.540.